Regression. Given two drug SMILES strings and cell line genomic features, predict the synergy score measuring deviation from expected non-interaction effect. From a dataset of NCI-60 drug combinations with 297,098 pairs across 59 cell lines. (1) Drug 1: CC12CCC3C(C1CCC2=O)CC(=C)C4=CC(=O)C=CC34C. Drug 2: C(CN)CNCCSP(=O)(O)O. Cell line: NCI-H226. Synergy scores: CSS=-4.39, Synergy_ZIP=-5.61, Synergy_Bliss=-10.9, Synergy_Loewe=-35.3, Synergy_HSA=-18.6. (2) Drug 1: C1=C(C(=O)NC(=O)N1)F. Drug 2: CC1=C(C=C(C=C1)C(=O)NC2=CC(=CC(=C2)C(F)(F)F)N3C=C(N=C3)C)NC4=NC=CC(=N4)C5=CN=CC=C5. Cell line: MOLT-4. Synergy scores: CSS=16.2, Synergy_ZIP=8.95, Synergy_Bliss=1.63, Synergy_Loewe=-3.45, Synergy_HSA=-2.73. (3) Drug 1: C1=NC(=NC(=O)N1C2C(C(C(O2)CO)O)O)N. Drug 2: C1=CC=C(C(=C1)C(C2=CC=C(C=C2)Cl)C(Cl)Cl)Cl. Cell line: OVCAR-8. Synergy scores: CSS=2.15, Synergy_ZIP=0.807, Synergy_Bliss=3.65, Synergy_Loewe=1.65, Synergy_HSA=2.17. (4) Drug 1: C1CN(P(=O)(OC1)NCCCl)CCCl. Drug 2: CC1C(C(CC(O1)OC2CC(CC3=C2C(=C4C(=C3O)C(=O)C5=CC=CC=C5C4=O)O)(C(=O)C)O)N)O. Cell line: PC-3. Synergy scores: CSS=47.2, Synergy_ZIP=-8.09, Synergy_Bliss=-6.58, Synergy_Loewe=-19.6, Synergy_HSA=-1.69. (5) Drug 1: C1=CC(=CC=C1CC(C(=O)O)N)N(CCCl)CCCl.Cl. Drug 2: C1=CN(C=N1)CC(O)(P(=O)(O)O)P(=O)(O)O. Cell line: A549. Synergy scores: CSS=5.19, Synergy_ZIP=-7.13, Synergy_Bliss=-11.3, Synergy_Loewe=-20.1, Synergy_HSA=-12.7.